Dataset: NCI-60 drug combinations with 297,098 pairs across 59 cell lines. Task: Regression. Given two drug SMILES strings and cell line genomic features, predict the synergy score measuring deviation from expected non-interaction effect. (1) Drug 1: CCCCCOC(=O)NC1=NC(=O)N(C=C1F)C2C(C(C(O2)C)O)O. Drug 2: C(CCl)NC(=O)N(CCCl)N=O. Cell line: SK-MEL-28. Synergy scores: CSS=1.14, Synergy_ZIP=1.83, Synergy_Bliss=2.59, Synergy_Loewe=-3.84, Synergy_HSA=-2.30. (2) Drug 1: CC1=C(C(=CC=C1)Cl)NC(=O)C2=CN=C(S2)NC3=CC(=NC(=N3)C)N4CCN(CC4)CCO. Drug 2: CC(C)CN1C=NC2=C1C3=CC=CC=C3N=C2N. Cell line: NCI-H522. Synergy scores: CSS=5.91, Synergy_ZIP=-2.03, Synergy_Bliss=-2.18, Synergy_Loewe=-7.56, Synergy_HSA=-3.04. (3) Drug 1: C1=CC(=CC=C1C#N)C(C2=CC=C(C=C2)C#N)N3C=NC=N3. Drug 2: CC1=C(C=C(C=C1)C(=O)NC2=CC(=CC(=C2)C(F)(F)F)N3C=C(N=C3)C)NC4=NC=CC(=N4)C5=CN=CC=C5. Cell line: IGROV1. Synergy scores: CSS=-3.22, Synergy_ZIP=1.96, Synergy_Bliss=0.781, Synergy_Loewe=-3.77, Synergy_HSA=-4.72. (4) Drug 1: C(=O)(N)NO. Drug 2: CC1CCC2CC(C(=CC=CC=CC(CC(C(=O)C(C(C(=CC(C(=O)CC(OC(=O)C3CCCCN3C(=O)C(=O)C1(O2)O)C(C)CC4CCC(C(C4)OC)O)C)C)O)OC)C)C)C)OC. Cell line: HS 578T. Synergy scores: CSS=4.67, Synergy_ZIP=-5.34, Synergy_Bliss=-9.16, Synergy_Loewe=-5.67, Synergy_HSA=-6.11. (5) Drug 1: CN(C(=O)NC(C=O)C(C(C(CO)O)O)O)N=O. Drug 2: CCC1(C2=C(COC1=O)C(=O)N3CC4=CC5=C(C=CC(=C5CN(C)C)O)N=C4C3=C2)O.Cl. Cell line: SK-MEL-5. Synergy scores: CSS=-22.2, Synergy_ZIP=-6.96, Synergy_Bliss=-34.4, Synergy_Loewe=-80.3, Synergy_HSA=-46.7. (6) Drug 1: CC1=C2C(C(=O)C3(C(CC4C(C3C(C(C2(C)C)(CC1OC(=O)C(C(C5=CC=CC=C5)NC(=O)OC(C)(C)C)O)O)OC(=O)C6=CC=CC=C6)(CO4)OC(=O)C)O)C)O. Drug 2: CN1C2=C(C=C(C=C2)N(CCCl)CCCl)N=C1CCCC(=O)O.Cl. Cell line: PC-3. Synergy scores: CSS=-6.46, Synergy_ZIP=4.16, Synergy_Bliss=2.43, Synergy_Loewe=-4.38, Synergy_HSA=-4.39.